Predict the product of the given reaction. From a dataset of Forward reaction prediction with 1.9M reactions from USPTO patents (1976-2016). (1) The product is: [F:1][C:2]1[CH:9]=[CH:8][CH:7]=[C:6]([N+:10]([O-:12])=[O:11])[C:3]=1[CH2:4][S:14][CH3:13]. Given the reactants [F:1][C:2]1[CH:9]=[CH:8][CH:7]=[C:6]([N+:10]([O-:12])=[O:11])[C:3]=1[CH2:4]Br.[CH3:13][S-:14].[Na+], predict the reaction product. (2) The product is: [N+:1]([C:4]1[CH:5]=[CH:6][C:7]([O:8][CH:9]([CH3:13])[C:10]([O:12][CH2:17][CH2:18][O:19][C:20](=[O:33])[CH:21]([O:23][C:24]2[CH:29]=[CH:28][C:27]([N+:30]([O-:32])=[O:31])=[CH:26][CH:25]=2)[CH3:22])=[O:11])=[CH:14][CH:15]=1)([O-:3])=[O:2]. Given the reactants [N+:1]([C:4]1[CH:15]=[CH:14][C:7]([O:8][CH:9]([CH3:13])[C:10]([OH:12])=[O:11])=[CH:6][CH:5]=1)([O-:3])=[O:2].O[CH2:17][CH2:18][O:19][C:20](=[O:33])[CH:21]([O:23][C:24]1[CH:29]=[CH:28][C:27]([N+:30]([O-:32])=[O:31])=[CH:26][CH:25]=1)[CH3:22].C1(N=C=NC2CCCCC2)CCCCC1, predict the reaction product. (3) The product is: [CH3:13][C@H:12]1[N:33]([CH2:32][C:31]([F:35])([F:34])[F:30])[C:22](=[O:24])[C@@H:9]([NH:8][C:6](=[O:7])[O:5][C:1]([CH3:2])([CH3:3])[CH3:4])[CH2:10][C@H:11]1[C:15]1[CH:20]=[CH:19][CH:18]=[CH:17][C:16]=1[CH3:21]. Given the reactants [C:1]([O:5][C:6]([NH:8][C@H:9]([C:22]([O:24]C)=O)[CH2:10][CH:11]([C:15]1[CH:20]=[CH:19][CH:18]=[CH:17][C:16]=1[CH3:21])[C:12](=O)[CH3:13])=[O:7])([CH3:4])([CH3:3])[CH3:2].C(O)(=O)C.[F:30][C:31]([F:35])([F:34])[CH2:32][NH2:33].C(O[BH-](OC(=O)C)OC(=O)C)(=O)C.[Na+].C(=O)([O-])[O-].[K+].[K+], predict the reaction product. (4) Given the reactants [CH2:1]([O:3][C:4]([C:6]1[C:14]2[CH2:13][CH2:12][NH:11][C:10](=[O:15])[C:9]=2[N:8]([C:16]2[CH:21]=[CH:20][C:19]([O:22][CH3:23])=[CH:18][CH:17]=2)[N:7]=1)=[O:5])[CH3:2].[H-].[Na+].[C:26]([O:29][CH2:30][CH2:31][CH2:32][CH2:33]Br)(=[O:28])[CH3:27], predict the reaction product. The product is: [CH2:1]([O:3][C:4]([C:6]1[C:14]2[CH2:13][CH2:12][N:11]([CH2:33][CH2:32][CH2:31][CH2:30][O:29][C:26](=[O:28])[CH3:27])[C:10](=[O:15])[C:9]=2[N:8]([C:16]2[CH:17]=[CH:18][C:19]([O:22][CH3:23])=[CH:20][CH:21]=2)[N:7]=1)=[O:5])[CH3:2].